This data is from Full USPTO retrosynthesis dataset with 1.9M reactions from patents (1976-2016). The task is: Predict the reactants needed to synthesize the given product. (1) Given the product [O:1]1[CH:5]=[CH:4][N:3]=[C:2]1[C:30](=[O:31])[CH2:29][C:23]1[CH:28]=[CH:27][CH:26]=[CH:25][CH:24]=1, predict the reactants needed to synthesize it. The reactants are: [O:1]1[CH:5]=[CH:4][N:3]=[CH:2]1.C([Li])CCC.[Si](OS(C(F)(F)F)(=O)=O)(C)(C)C.[C:23]1([CH2:29][C:30](Cl)=[O:31])[CH:28]=[CH:27][CH:26]=[CH:25][CH:24]=1. (2) Given the product [Cl:16][C:17]1[CH:25]=[C:24]2[C:20]([CH:21]=[C:22]([C:2]3[CH:7]=[N:6][CH:5]=[C:4]([CH2:8][N:9]4[CH2:14][CH2:13][N:12]([CH3:15])[CH2:11][CH2:10]4)[CH:3]=3)[NH:23]2)=[CH:19][CH:18]=1, predict the reactants needed to synthesize it. The reactants are: Br[C:2]1[CH:3]=[C:4]([CH2:8][N:9]2[CH2:14][CH2:13][N:12]([CH3:15])[CH2:11][CH2:10]2)[CH:5]=[N:6][CH:7]=1.[Cl:16][C:17]1[CH:25]=[C:24]2[C:20]([CH:21]=[C:22](B(O)O)[N:23]2C(OC(C)(C)C)=O)=[CH:19][CH:18]=1.